Dataset: Forward reaction prediction with 1.9M reactions from USPTO patents (1976-2016). Task: Predict the product of the given reaction. Given the reactants [CH3:1][O:2][C:3]1[CH:4]=[C:5]2[C:9](=[C:10]([CH3:12])[CH:11]=1)[NH:8][CH:7]=[C:6]2[CH:13]1[CH2:18][CH2:17][N:16]([CH3:19])[CH2:15][CH2:14]1.[H-].[K+].[CH2:22]1OCCOCCOCCOCCOCCO[CH2:23]1.ICC, predict the reaction product. The product is: [CH2:22]([N:8]1[C:9]2[C:5](=[CH:4][C:3]([O:2][CH3:1])=[CH:11][C:10]=2[CH3:12])[C:6]([CH:13]2[CH2:14][CH2:15][N:16]([CH3:19])[CH2:17][CH2:18]2)=[CH:7]1)[CH3:23].